From a dataset of Catalyst prediction with 721,799 reactions and 888 catalyst types from USPTO. Predict which catalyst facilitates the given reaction. (1) Reactant: [Cl:1][C:2]1[C:3](C(N)=O)=[N:4][CH:5]=[CH:6][C:7]=1[O:8][C:9]1[CH:10]=[N:11][C:12]([NH:15][C:16]([C:18]2[C:19](=[O:31])[N:20]([C:25]3[CH:30]=[CH:29][CH:28]=[CH:27][CH:26]=3)[N:21]([CH3:24])[C:22]=2[CH3:23])=[O:17])=[CH:13][CH:14]=1.O.C(OI(C1C=CC=CC=1)OC(=O)C)(=O)C.CC#[N:53]. Product: [NH2:53][C:3]1[C:2]([Cl:1])=[C:7]([O:8][C:9]2[CH:14]=[CH:13][C:12]([NH:15][C:16]([C:18]3[C:19](=[O:31])[N:20]([C:25]4[CH:30]=[CH:29][CH:28]=[CH:27][CH:26]=4)[N:21]([CH3:24])[C:22]=3[CH3:23])=[O:17])=[N:11][CH:10]=2)[CH:6]=[CH:5][N:4]=1. The catalyst class is: 25. (2) Reactant: [Cl:1][C:2]1[CH:7]=[CH:6][C:5]([S:8]([N:11]([CH2:25][C:26]2[CH:35]=[CH:34][C:29]([C:30]([O:32]C)=[O:31])=[CH:28][CH:27]=2)[CH:12]([C:15]2[CH:20]=[CH:19][C:18]([C:21]([F:24])([F:23])[F:22])=[CH:17][CH:16]=2)[CH2:13][CH3:14])(=[O:10])=[O:9])=[CH:4][CH:3]=1.[OH-].[K+]. Product: [Cl:1][C:2]1[CH:3]=[CH:4][C:5]([S:8]([N:11]([CH2:25][C:26]2[CH:27]=[CH:28][C:29]([C:30]([OH:32])=[O:31])=[CH:34][CH:35]=2)[CH:12]([C:15]2[CH:20]=[CH:19][C:18]([C:21]([F:23])([F:24])[F:22])=[CH:17][CH:16]=2)[CH2:13][CH3:14])(=[O:10])=[O:9])=[CH:6][CH:7]=1. The catalyst class is: 5. (3) Product: [Cl:1][C:2]1[CH:3]=[C:4]([CH:21]=[C:22]([Cl:24])[CH:23]=1)[CH2:5][N:6]1[CH:10]=[CH:9][N:8]=[C:7]1[CH2:11][N:12]([CH2:13][C:14]1[CH:19]=[CH:18][CH:17]=[C:16]([F:20])[CH:15]=1)[CH:26]([CH3:28])[CH3:25]. The catalyst class is: 5. Reactant: [Cl:1][C:2]1[CH:3]=[C:4]([CH:21]=[C:22]([Cl:24])[CH:23]=1)[CH2:5][N:6]1[CH:10]=[CH:9][N:8]=[C:7]1[CH2:11][NH:12][CH2:13][C:14]1[CH:19]=[CH:18][CH:17]=[C:16]([F:20])[CH:15]=1.[CH3:25][C:26]([CH3:28])=O.[BH3-]C#N.[Na+].O. (4) Reactant: Br[C:2]1[CH:7]=[C:6]([CH:8]2[CH2:13][CH2:12][O:11][CH2:10][CH2:9]2)[N:5]=[C:4]([F:14])[C:3]=1[O:15][CH2:16][O:17][CH3:18].C([Li])CCC.BrC1C=CC(F)=C(C=1)C=O. Product: [F:14][C:4]1[C:3]([O:15][CH2:16][O:17][CH3:18])=[CH:2][CH:7]=[C:6]([CH:8]2[CH2:9][CH2:10][O:11][CH2:12][CH2:13]2)[N:5]=1. The catalyst class is: 7. (5) Reactant: N1C2C(=CC(O[C:11]3[C:20]4[C:15](=[CH:16][C:17](OC[C@@H]5CO5)=[C:18]([O:21][CH3:22])[CH:19]=4)[N:14]=[CH:13][N:12]=3)=CC=2)C=C1.C(N)(C)C. Product: [CH3:22][O:21][C:18]1[CH:19]=[C:20]2[C:15](=[CH:16][CH:17]=1)[N:14]=[CH:13][N:12]=[CH:11]2. The catalyst class is: 1. (6) Reactant: [NH2:1][CH2:2][CH2:3][C:4]1[CH:9]=[CH:8][C:7]([O:10][CH3:11])=[CH:6][C:5]=1[NH2:12].[C:13](N1C=CN=C1)(N1C=CN=C1)=[O:14].Cl. Product: [CH3:11][O:10][C:7]1[CH:8]=[CH:9][C:4]2[CH2:3][CH2:2][NH:1][C:13](=[O:14])[NH:12][C:5]=2[CH:6]=1. The catalyst class is: 54. (7) Reactant: [OH:1][CH2:2][CH2:3][O:4][CH2:5][C:6]([O:8][C:9]([CH3:12])([CH3:11])[CH3:10])=[O:7].[CH3:13][C:14]1[CH:19]=[CH:18][C:17]([S:20](Cl)(=[O:22])=[O:21])=[CH:16][CH:15]=1.C(N(CC)CC)C. Product: [CH3:13][C:14]1[CH:19]=[CH:18][C:17]([S:20]([O:1][CH2:2][CH2:3][O:4][CH2:5][C:6]([O:8][C:9]([CH3:12])([CH3:11])[CH3:10])=[O:7])(=[O:22])=[O:21])=[CH:16][CH:15]=1. The catalyst class is: 2. (8) Reactant: C([N:8]1[CH2:22][CH2:21][C:11]2([C:19]3[C:14](=[CH:15][N:16]=[CH:17][CH:18]=3)[NH:13][C:12]2=[O:20])[CH2:10][CH2:9]1)C1C=CC=CC=1. Product: [NH:13]1[C:14]2=[CH:15][N:16]=[CH:17][CH:18]=[C:19]2[C:11]2([CH2:10][CH2:9][NH:8][CH2:22][CH2:21]2)[C:12]1=[O:20]. The catalyst class is: 19. (9) Reactant: [N:1]([C@@H:4]1[CH2:8][N:7]([C:9](=[O:29])[C@@H:10]([NH:15][C:16](=[O:28])[C@@H:17]([N:19]([CH3:27])[C:20](=[O:26])[O:21][C:22]([CH3:25])([CH3:24])[CH3:23])[CH3:18])[C:11]([CH3:14])([CH3:13])[CH3:12])[C@H:6]([C:30](=[O:42])[NH:31][C@H:32]2[C:41]3[C:36](=[CH:37][CH:38]=[CH:39][CH:40]=3)[CH2:35][CH2:34][CH2:33]2)[CH2:5]1)=[N+]=[N-].C1C=CC(P(C2C=CC=CC=2)C2C=CC=CC=2)=CC=1.O.O.COC(C)(C)C. Product: [NH2:1][C@@H:4]1[CH2:8][N:7]([C:9](=[O:29])[C@@H:10]([NH:15][C:16](=[O:28])[C@@H:17]([N:19]([CH3:27])[C:20](=[O:26])[O:21][C:22]([CH3:23])([CH3:24])[CH3:25])[CH3:18])[C:11]([CH3:13])([CH3:14])[CH3:12])[C@H:6]([C:30](=[O:42])[NH:31][C@H:32]2[C:41]3[C:36](=[CH:37][CH:38]=[CH:39][CH:40]=3)[CH2:35][CH2:34][CH2:33]2)[CH2:5]1. The catalyst class is: 1. (10) Reactant: [CH3:1][O:2][C:3]1[CH:8]=[CH:7][C:6]([OH:9])=[C:5]([C:10]([F:13])([F:12])[F:11])[CH:4]=1.F[C:15]1[CH:22]=[CH:21][C:18]([C:19]#[N:20])=[CH:17][CH:16]=1.C(=O)([O-])[O-].[K+].[K+]. Product: [CH3:1][O:2][C:3]1[CH:8]=[CH:7][C:6]([O:9][C:15]2[CH:22]=[CH:21][C:18]([C:19]#[N:20])=[CH:17][CH:16]=2)=[C:5]([C:10]([F:11])([F:12])[F:13])[CH:4]=1. The catalyst class is: 58.